Dataset: Forward reaction prediction with 1.9M reactions from USPTO patents (1976-2016). Task: Predict the product of the given reaction. (1) Given the reactants [F:1][C:2]([F:19])([F:18])[S:3]([O:6][C:7]1[C:16]2[C:11](=[C:12](N)[CH:13]=[CH:14][CH:15]=2)[CH:10]=[CH:9][CH:8]=1)(=[O:5])=[O:4].N([O-])=O.[Na+].[ClH:24], predict the reaction product. The product is: [F:1][C:2]([F:19])([F:18])[S:3]([O:6][C:7]1[C:16]2[C:11](=[C:12]([Cl:24])[CH:13]=[CH:14][CH:15]=2)[CH:10]=[CH:9][CH:8]=1)(=[O:5])=[O:4]. (2) Given the reactants [Cl:1][C:2]1[CH:7]=[CH:6][C:5]([C:8]2([C:11]([N:13]3[CH2:17][CH2:16][CH:15]([OH:18])[CH2:14]3)=[O:12])[CH2:10][CH2:9]2)=[CH:4][CH:3]=1.CC(C)=O, predict the reaction product. The product is: [Cl:1][C:2]1[CH:3]=[CH:4][C:5]([C:8]2([C:11]([N:13]3[CH2:17][CH2:16][C:15](=[O:18])[CH2:14]3)=[O:12])[CH2:10][CH2:9]2)=[CH:6][CH:7]=1. (3) Given the reactants [C:1]1(=[N:13]O)[C:11]2=[C:12]3[C:7](=[CH:8][CH:9]=[CH:10]2)[CH2:6][CH2:5][CH2:4][CH:3]3[CH2:2]1.[H-].[H-].COCCO[Al+]OCCOC.[Na+], predict the reaction product. The product is: [CH:1]1([NH2:13])[C:11]2=[C:12]3[C:7](=[CH:8][CH:9]=[CH:10]2)[CH2:6][CH2:5][CH2:4][CH:3]3[CH2:2]1. (4) The product is: [CH:20]([C:2]1[CH:9]=[C:8]([CH3:10])[C:5]([C:6]#[N:7])=[C:4]([CH3:11])[CH:3]=1)=[O:21]. Given the reactants Br[C:2]1[CH:9]=[C:8]([CH3:10])[C:5]([C:6]#[N:7])=[C:4]([CH3:11])[CH:3]=1.C([Li])CCC.CN([CH:20]=[O:21])C, predict the reaction product. (5) Given the reactants [C:1]([O:5][C@@H:6]1[CH2:11][N:10]([C:12]([O:14][CH3:15])=[O:13])[C@H:9]([C:16]([N:18]2[CH2:23][CH2:22][N:21]([C:24]3[CH:29]=[CH:28][CH:27]=[CH:26][CH:25]=3)[CH2:20][CH2:19]2)=[O:17])[C@@H:8]([C:30]([O:32]C)=O)[CH2:7]1)([CH3:4])([CH3:3])[CH3:2].[OH:34][NH2:35].Cl.NO.C[O-].[Na+].Cl, predict the reaction product. The product is: [C:1]([O:5][C@@H:6]1[CH2:11][N:10]([C:12]([O:14][CH3:15])=[O:13])[C@H:9]([C:16]([N:18]2[CH2:19][CH2:20][N:21]([C:24]3[CH:25]=[CH:26][CH:27]=[CH:28][CH:29]=3)[CH2:22][CH2:23]2)=[O:17])[C@@H:8]([C:30]([NH:35][OH:34])=[O:32])[CH2:7]1)([CH3:4])([CH3:3])[CH3:2].